This data is from Full USPTO retrosynthesis dataset with 1.9M reactions from patents (1976-2016). The task is: Predict the reactants needed to synthesize the given product. Given the product [N:37]1([C:2]2[N:1]=[C:6]([N:7]3[CH2:14][CH2:13][CH2:12][NH:11][CH2:10][CH2:9][CH2:8]3)[N:5]=[C:4]([N:22]3[CH2:29][CH2:28][CH2:27][NH:26][CH2:25][CH2:24][CH2:23]3)[N:3]=2)[CH2:44][CH2:43][CH2:42][NH:41][CH2:40][CH2:39][CH2:38]1, predict the reactants needed to synthesize it. The reactants are: [N:1]1[C:6]([N:7]2[CH2:14][CH2:13][CH2:12][N:11](C(OC(C)(C)C)=O)[CH2:10][CH2:9][CH2:8]2)=[N:5][C:4]([N:22]2[CH2:29][CH2:28][CH2:27][N:26](C(OC(C)(C)C)=O)[CH2:25][CH2:24][CH2:23]2)=[N:3][C:2]=1[N:37]1[CH2:44][CH2:43][CH2:42][N:41](C(OC(C)(C)C)=O)[CH2:40][CH2:39][CH2:38]1.Cl.